From a dataset of Drug-target binding data from BindingDB using IC50 measurements. Regression. Given a target protein amino acid sequence and a drug SMILES string, predict the binding affinity score between them. We predict pIC50 (pIC50 = -log10(IC50 in M); higher means more potent). Dataset: bindingdb_ic50. (1) The drug is CC1(C)c2cnc(NC3CCOCC3)nc2CN1C(=O)N[C@@H]1CCCN(S(=O)(=O)c2cccc(Cl)c2)C1. The target protein (P28482) has sequence MAAAAAAGAGPEMVRGQVFDVGPRYTNLSYIGEGAYGMVCSAYDNVNKVRVAIKKISPFEHQTYCQRTLREIKILLRFRHENIIGINDIIRAPTIEQMKDVYIVQDLMETDLYKLLKTQHLSNDHICYFLYQILRGLKYIHSANVLHRDLKPSNLLLNTTCDLKICDFGLARVADPDHDHTGFLTEYVATRWYRAPEIMLNSKGYTKSIDIWSVGCILAEMLSNRPIFPGKHYLDQLNHILGILGSPSQEDLNCIINLKARNYLLSLPHKNKVPWNRLFPNADSKALDLLDKMLTFNPHKRIEVEQALAHPYLEQYYDPSDEPIAEAPFKFDMELDDLPKEKLKELIFEETARFQPGYRS. The pIC50 is 7.6. (2) The drug is C[C@H]1COC2(CCN(c3nc(=O)c4cc(C(F)(F)F)cc(N=[N+]=[N-])c4s3)CC2)O1. The target protein (P9WJF1) has sequence MLSVGATTTATRLTGWGRTAPSVANVLRTPDAEMIVKAVARVAESGGGRGAIARGLGRSYGDNAQNGGGLVIDMTPLNTIHSIDADTKLVDIDAGVNLDQLMKAALPFGLWVPVLPGTRQVTVGGAIACDIHGKNHHSAGSFGNHVRSMDLLTADGEIRHLTPTGEDAELFWATVGGNGLTGIIMRATIEMTPTSTAYFIADGDVTASLDETIALHSDGSEARYTYSSAWFDAISAPPKLGRAAVSRGRLATVEQLPAKLRSEPLKFDAPQLLTLPDVFPNGLANKYTFGPIGELWYRKSGTYRGKVQNLTQFYHPLDMFGEWNRAYGPAGFLQYQFVIPTEAVDEFKKIIGVIQASGHYSFLNVFKLFGPRNQAPLSFPIPGWNICVDFPIKDGLGKFVSELDRRVLEFGGRLYTAKDSRTTAETFHAMYPRVDEWISVRRKVDPLRVFASDMARRLELL. The pIC50 is 5.0.